From a dataset of Forward reaction prediction with 1.9M reactions from USPTO patents (1976-2016). Predict the product of the given reaction. Given the reactants [NH2:1][C@@H:2]([C@H:14]([C:16]1[CH:21]=[CH:20][CH:19]=[CH:18][CH:17]=1)[CH3:15])[C:3]([NH:5][C:6]1[CH:11]=[CH:10][C:9](I)=[CH:8][C:7]=1[F:13])=[O:4].C(N(CC)CC)C.[CH3:29][Si:30]([C:33]#[CH:34])([CH3:32])[CH3:31], predict the reaction product. The product is: [NH2:1][C@@H:2]([C@H:14]([C:16]1[CH:21]=[CH:20][CH:19]=[CH:18][CH:17]=1)[CH3:15])[C:3]([NH:5][C:6]1[CH:11]=[CH:10][C:9]([C:34]#[C:33][Si:30]([CH3:32])([CH3:31])[CH3:29])=[CH:8][C:7]=1[F:13])=[O:4].